From a dataset of NCI-60 drug combinations with 297,098 pairs across 59 cell lines. Regression. Given two drug SMILES strings and cell line genomic features, predict the synergy score measuring deviation from expected non-interaction effect. Drug 1: C1=C(C(=O)NC(=O)N1)N(CCCl)CCCl. Drug 2: CC1=C(C(=CC=C1)Cl)NC(=O)C2=CN=C(S2)NC3=CC(=NC(=N3)C)N4CCN(CC4)CCO. Cell line: OVCAR-5. Synergy scores: CSS=42.6, Synergy_ZIP=0.0961, Synergy_Bliss=8.56, Synergy_Loewe=7.38, Synergy_HSA=7.35.